This data is from Full USPTO retrosynthesis dataset with 1.9M reactions from patents (1976-2016). The task is: Predict the reactants needed to synthesize the given product. (1) Given the product [C:25]([O:24][C:22](=[O:23])[NH:21][CH2:20][CH2:19][CH2:18][C@H:17]([NH:29][C:30]([O:32][C:33]([CH3:36])([CH3:35])[CH3:34])=[O:31])[CH2:16][NH:15][C:13](=[O:14])[CH2:12][CH2:11][NH2:10])([CH3:27])([CH3:28])[CH3:26], predict the reactants needed to synthesize it. The reactants are: C(OC(=O)[NH:10][CH2:11][CH2:12][C:13]([NH:15][CH2:16][C@@H:17]([NH:29][C:30]([O:32][C:33]([CH3:36])([CH3:35])[CH3:34])=[O:31])[CH2:18][CH2:19][CH2:20][NH:21][C:22]([O:24][C:25]([CH3:28])([CH3:27])[CH3:26])=[O:23])=[O:14])C1C=CC=CC=1. (2) Given the product [C:1]1([CH2:7][CH2:8][OH:9])([CH2:11][CH2:12][OH:13])[CH2:6][CH2:5][CH2:4][CH2:3][CH2:2]1, predict the reactants needed to synthesize it. The reactants are: [C:1]1([CH2:11][C:12](O)=[O:13])([CH2:7][C:8](O)=[O:9])[CH2:6][CH2:5][CH2:4][CH2:3][CH2:2]1.C(=O)([O-])[O-].[K+].[K+].IC.O. (3) The reactants are: BrC1C(F)=CC=C2C=1N=C(NC(C)(C)C)C(C)=N2.BrC1C(F)=CC=C2C=1NC(=O)C(C)=N2.Cl.CC1(N)CCC1.CC1(C)C(C)(C)OB([C:48]2[NH:56][C:55]3[CH2:54][CH2:53][NH:52][C:51](=[O:57])[C:50]=3[CH:49]=2)O1.[Br:59][C:60]1[C:61]([F:77])=[CH:62][CH:63]=[C:64]2[C:69]=1[N:68]=[C:67]([NH:70][C:71]1([CH3:75])[CH2:74][CH2:73][CH2:72]1)[C:66]([CH3:76])=[N:65]2. Given the product [Br:59][C:60]1[C:61]([F:77])=[CH:62][CH:63]=[C:64]2[C:69]=1[N:68]=[C:67]([NH:70][C:71]1([CH3:75])[CH2:74][CH2:73][CH2:72]1)[C:66]([CH3:76])=[N:65]2.[F:77][C:61]1[C:60]([C:48]2[NH:56][C:55]3[CH2:54][CH2:53][NH:52][C:51](=[O:57])[C:50]=3[CH:49]=2)=[C:69]2[C:64](=[CH:63][CH:62]=1)[N:65]=[C:66]([CH3:76])[C:67]([NH:70][C:71]1([CH3:75])[CH2:72][CH2:73][CH2:74]1)=[N:68]2, predict the reactants needed to synthesize it. (4) Given the product [NH2:26][C:6]1[C:7]([C:8]#[C:9][C:10]2[CH:11]=[C:12]([NH:16][C:17]([NH:34][CH:31]3[CH2:32][CH2:33][N:28]([CH3:27])[CH2:29][CH2:30]3)=[O:25])[CH:13]=[CH:14][CH:15]=2)=[C:2]([NH2:1])[N:3]=[CH:4][N:5]=1, predict the reactants needed to synthesize it. The reactants are: [NH2:1][C:2]1[C:7]([C:8]#[C:9][C:10]2[CH:11]=[C:12]([NH:16][C:17](=[O:25])OC3C=CC=CC=3)[CH:13]=[CH:14][CH:15]=2)=[C:6]([NH2:26])[N:5]=[CH:4][N:3]=1.[CH3:27][N:28]1[CH2:33][CH2:32][CH:31]([NH2:34])[CH2:30][CH2:29]1.C(N(CC)CC)C. (5) Given the product [Cl:20][C:3]1[C:13]2[CH:12]=[C:11]([C:14]([O:16][CH3:17])=[O:15])[CH2:10][CH2:9][NH:8][C:7]=2[N:6]=[CH:5][N:4]=1, predict the reactants needed to synthesize it. The reactants are: CO[C:3]1[C:13]2[CH:12]=[C:11]([C:14]([O:16][CH3:17])=[O:15])[CH2:10][CH2:9][NH:8][C:7]=2[N:6]=[CH:5][N:4]=1.P(Cl)(Cl)([Cl:20])=O.